From a dataset of Peptide-MHC class I binding affinity with 185,985 pairs from IEDB/IMGT. Regression. Given a peptide amino acid sequence and an MHC pseudo amino acid sequence, predict their binding affinity value. This is MHC class I binding data. (1) The peptide sequence is TVSPSAPTY. The MHC is HLA-B46:01 with pseudo-sequence HLA-B46:01. The binding affinity (normalized) is 0.0847. (2) The peptide sequence is FQEALKKSL. The MHC is HLA-A31:01 with pseudo-sequence HLA-A31:01. The binding affinity (normalized) is 0.0847. (3) The MHC is Mamu-B17 with pseudo-sequence Mamu-B17. The peptide sequence is FSIFYKDYW. The binding affinity (normalized) is 0.656. (4) The peptide sequence is ESVKTQFNY. The MHC is HLA-A23:01 with pseudo-sequence HLA-A23:01. The binding affinity (normalized) is 0.